This data is from NCI-60 drug combinations with 297,098 pairs across 59 cell lines. The task is: Regression. Given two drug SMILES strings and cell line genomic features, predict the synergy score measuring deviation from expected non-interaction effect. (1) Synergy scores: CSS=5.18, Synergy_ZIP=-2.12, Synergy_Bliss=-3.62, Synergy_Loewe=-4.93, Synergy_HSA=-5.31. Drug 2: CCC1(CC2CC(C3=C(CCN(C2)C1)C4=CC=CC=C4N3)(C5=C(C=C6C(=C5)C78CCN9C7C(C=CC9)(C(C(C8N6C)(C(=O)OC)O)OC(=O)C)CC)OC)C(=O)OC)O.OS(=O)(=O)O. Cell line: SW-620. Drug 1: C1CC(C1)(C(=O)O)C(=O)O.[NH2-].[NH2-].[Pt+2]. (2) Drug 1: CN1C(=O)N2C=NC(=C2N=N1)C(=O)N. Drug 2: CC1=C2C(C(=O)C3(C(CC4C(C3C(C(C2(C)C)(CC1OC(=O)C(C(C5=CC=CC=C5)NC(=O)C6=CC=CC=C6)O)O)OC(=O)C7=CC=CC=C7)(CO4)OC(=O)C)O)C)OC(=O)C. Cell line: HS 578T. Synergy scores: CSS=3.94, Synergy_ZIP=5.97, Synergy_Bliss=6.51, Synergy_Loewe=-14.8, Synergy_HSA=3.42. (3) Drug 1: CCC1=C2CN3C(=CC4=C(C3=O)COC(=O)C4(CC)O)C2=NC5=C1C=C(C=C5)O. Drug 2: C(CC(=O)O)C(=O)CN.Cl. Cell line: COLO 205. Synergy scores: CSS=45.9, Synergy_ZIP=-3.72, Synergy_Bliss=-1.46, Synergy_Loewe=-12.2, Synergy_HSA=0.0865. (4) Drug 1: CC12CCC3C(C1CCC2=O)CC(=C)C4=CC(=O)C=CC34C. Drug 2: CC1C(C(=O)NC(C(=O)N2CCCC2C(=O)N(CC(=O)N(C(C(=O)O1)C(C)C)C)C)C(C)C)NC(=O)C3=C4C(=C(C=C3)C)OC5=C(C(=O)C(=C(C5=N4)C(=O)NC6C(OC(=O)C(N(C(=O)CN(C(=O)C7CCCN7C(=O)C(NC6=O)C(C)C)C)C)C(C)C)C)N)C. Cell line: SF-295. Synergy scores: CSS=57.5, Synergy_ZIP=6.25, Synergy_Bliss=9.06, Synergy_Loewe=9.99, Synergy_HSA=9.60. (5) Drug 1: C1=CC(=CC=C1CCC2=CNC3=C2C(=O)NC(=N3)N)C(=O)NC(CCC(=O)O)C(=O)O. Drug 2: CC1OCC2C(O1)C(C(C(O2)OC3C4COC(=O)C4C(C5=CC6=C(C=C35)OCO6)C7=CC(=C(C(=C7)OC)O)OC)O)O. Cell line: UACC62. Synergy scores: CSS=39.5, Synergy_ZIP=0.517, Synergy_Bliss=1.15, Synergy_Loewe=4.16, Synergy_HSA=5.30. (6) Drug 1: C1=NC2=C(N=C(N=C2N1C3C(C(C(O3)CO)O)O)F)N. Drug 2: CC=C1C(=O)NC(C(=O)OC2CC(=O)NC(C(=O)NC(CSSCCC=C2)C(=O)N1)C(C)C)C(C)C. Cell line: MCF7. Synergy scores: CSS=26.4, Synergy_ZIP=1.42, Synergy_Bliss=2.82, Synergy_Loewe=-48.8, Synergy_HSA=-0.134. (7) Drug 1: C1CCN(CC1)CCOC2=CC=C(C=C2)C(=O)C3=C(SC4=C3C=CC(=C4)O)C5=CC=C(C=C5)O. Drug 2: C1C(C(OC1N2C=NC3=C2NC=NCC3O)CO)O. Cell line: A498. Synergy scores: CSS=4.33, Synergy_ZIP=-3.69, Synergy_Bliss=-4.87, Synergy_Loewe=-2.62, Synergy_HSA=-2.42. (8) Drug 2: CC12CCC3C(C1CCC2OP(=O)(O)O)CCC4=C3C=CC(=C4)OC(=O)N(CCCl)CCCl.[Na+]. Synergy scores: CSS=-0.0630, Synergy_ZIP=1.02, Synergy_Bliss=2.34, Synergy_Loewe=-0.631, Synergy_HSA=-0.472. Drug 1: CC12CCC3C(C1CCC2O)C(CC4=C3C=CC(=C4)O)CCCCCCCCCS(=O)CCCC(C(F)(F)F)(F)F. Cell line: SNB-75. (9) Drug 1: CNC(=O)C1=CC=CC=C1SC2=CC3=C(C=C2)C(=NN3)C=CC4=CC=CC=N4. Drug 2: CC1=C(N=C(N=C1N)C(CC(=O)N)NCC(C(=O)N)N)C(=O)NC(C(C2=CN=CN2)OC3C(C(C(C(O3)CO)O)O)OC4C(C(C(C(O4)CO)O)OC(=O)N)O)C(=O)NC(C)C(C(C)C(=O)NC(C(C)O)C(=O)NCCC5=NC(=CS5)C6=NC(=CS6)C(=O)NCCC[S+](C)C)O. Cell line: SNB-19. Synergy scores: CSS=3.41, Synergy_ZIP=-2.93, Synergy_Bliss=-2.75, Synergy_Loewe=-3.62, Synergy_HSA=-1.69. (10) Drug 1: CC12CCC(CC1=CCC3C2CCC4(C3CC=C4C5=CN=CC=C5)C)O. Drug 2: C1=CC=C(C(=C1)C(C2=CC=C(C=C2)Cl)C(Cl)Cl)Cl. Cell line: M14. Synergy scores: CSS=3.19, Synergy_ZIP=-0.294, Synergy_Bliss=1.17, Synergy_Loewe=1.28, Synergy_HSA=0.976.